This data is from Full USPTO retrosynthesis dataset with 1.9M reactions from patents (1976-2016). The task is: Predict the reactants needed to synthesize the given product. (1) Given the product [NH2:1][C:2]1[C:9]([I:11])=[CH:8][C:5]([C:6]#[N:7])=[CH:4][C:3]=1[F:10], predict the reactants needed to synthesize it. The reactants are: [NH2:1][C:2]1[CH:9]=[CH:8][C:5]([C:6]#[N:7])=[CH:4][C:3]=1[F:10].[I:11]I. (2) The reactants are: [F:1][C:2]([F:20])([F:19])[C:3]1[CH:8]=[CH:7][C:6]([C@@H:9]2[C:18]3[C:13](=[CH:14][CH:15]=[CH:16][CH:17]=3)[CH2:12][CH2:11][NH:10]2)=[CH:5][CH:4]=1.CCN(C(C)C)C(C)C.[N:30]1[O:31][N:32]=[C:33]2[CH:38]=[C:37]([C:39](Cl)=[O:40])[CH:36]=[CH:35][C:34]=12. Given the product [N:30]1[O:31][N:32]=[C:33]2[CH:38]=[C:37]([C:39]([N:10]3[CH2:11][CH2:12][C:13]4[C:18](=[CH:17][CH:16]=[CH:15][CH:14]=4)[C@H:9]3[C:6]3[CH:5]=[CH:4][C:3]([C:2]([F:1])([F:19])[F:20])=[CH:8][CH:7]=3)=[O:40])[CH:36]=[CH:35][C:34]=12, predict the reactants needed to synthesize it.